Dataset: Peptide-MHC class II binding affinity with 134,281 pairs from IEDB. Task: Regression. Given a peptide amino acid sequence and an MHC pseudo amino acid sequence, predict their binding affinity value. This is MHC class II binding data. (1) The peptide sequence is IVALIIAIVVWTIV. The MHC is HLA-DPA10201-DPB10101 with pseudo-sequence HLA-DPA10201-DPB10101. The binding affinity (normalized) is 0.0600. (2) The peptide sequence is SYVHVNGAKFIDTQN. The MHC is DRB1_1201 with pseudo-sequence DRB1_1201. The binding affinity (normalized) is 0.455.